From a dataset of Reaction yield outcomes from USPTO patents with 853,638 reactions. Predict the reaction yield, written as a fraction of the theoretical maximum amount of product (1.0 means a 100% yield; for example, 0.34 means a 34% yield). (1) The reactants are C([O:3][C:4](=[O:31])[CH:5]([O:28][CH2:29][CH3:30])[C:6]1[C:7]([C:20]2[CH:25]=[CH:24][C:23]([CH3:26])=[CH:22][C:21]=2[OH:27])=[C:8]2[C:15]3[CH2:16][CH2:17][CH2:18][CH2:19][C:14]=3[S:13][C:9]2=[N:10][C:11]=1[CH3:12])C.[OH-].[Na+]. The catalyst is C(O)C.O1CCCC1. The product is [CH2:29]([O:28][CH:5]([C:6]1[C:7]([C:20]2[CH:25]=[CH:24][C:23]([CH3:26])=[CH:22][C:21]=2[OH:27])=[C:8]2[C:15]3[CH2:16][CH2:17][CH2:18][CH2:19][C:14]=3[S:13][C:9]2=[N:10][C:11]=1[CH3:12])[C:4]([OH:31])=[O:3])[CH3:30]. The yield is 0.160. (2) The reactants are [N+:1]([C:4]1[N:5]=[CH:6][N:7]([CH:9]2[CH2:14][CH2:13][N:12]([C:15]([O:17][C:18]([CH3:21])([CH3:20])[CH3:19])=[O:16])[CH2:11][CH2:10]2)[CH:8]=1)([O-])=O. The catalyst is [Pd].C(O)C. The product is [NH2:1][C:4]1[N:5]=[CH:6][N:7]([CH:9]2[CH2:14][CH2:13][N:12]([C:15]([O:17][C:18]([CH3:21])([CH3:20])[CH3:19])=[O:16])[CH2:11][CH2:10]2)[CH:8]=1. The yield is 0.950. (3) The reactants are Cl[C:2]1[N:7]=[C:6]([N:8]([C:10]2[CH:15]=[CH:14][C:13]([O:16][CH3:17])=[CH:12][CH:11]=2)[CH3:9])[CH:5]=[CH:4][N:3]=1.[C-]#N.[Na+].C1N2CC[N:23](CC2)[CH2:22]1. The product is [CH3:17][O:16][C:13]1[CH:14]=[CH:15][C:10]([N:8]([CH3:9])[C:6]2[CH:5]=[CH:4][N:3]=[C:2]([C:22]#[N:23])[N:7]=2)=[CH:11][CH:12]=1. The catalyst is CS(C)=O.C(O)(C)C. The yield is 0.820. (4) The reactants are [Br:1][C:2]1[CH:3]=[C:4]([CH:8]=[CH:9][C:10]=1[Cl:11])[C:5]([OH:7])=[O:6].[CH3:12]O.S(=O)(=O)(O)O. The catalyst is O. The product is [CH3:12][O:6][C:5](=[O:7])[C:4]1[CH:8]=[CH:9][C:10]([Cl:11])=[C:2]([Br:1])[CH:3]=1. The yield is 0.960. (5) The reactants are [Cl:1][C:2]1[C:6]2=[N:7][C:8]([C@@H:11]([NH:13][S@@](C(C)(C)C)=O)[CH3:12])=[CH:9][CH:10]=[C:5]2[NH:4][CH:3]=1.Cl. The catalyst is CO.O1CCOCC1. The product is [Cl:1][C:2]1[C:6]2=[N:7][C:8]([C@@H:11]([NH2:13])[CH3:12])=[CH:9][CH:10]=[C:5]2[NH:4][CH:3]=1. The yield is 0.893. (6) The yield is 0.670. The product is [CH:1]([N:4]1[C:8]([C:9]2[N:18]=[C:17]3[C:16]4[CH:19]=[N:20][C:21]([N:25]5[CH2:32][CH2:31][CH2:30][C@H:26]5[C:27]([NH2:29])=[O:28])=[CH:22][C:15]=4[O:14][CH2:13][CH2:12][N:11]3[CH:10]=2)=[N:7][C:6]([CH3:24])=[N:5]1)([CH3:2])[CH3:3]. No catalyst specified. The reactants are [CH:1]([N:4]1[C:8]([C:9]2[N:18]=[C:17]3[N:11]([CH2:12][CH2:13][O:14][C:15]4[CH:22]=[C:21](O)[N:20]=[CH:19][C:16]=43)[CH:10]=2)=[N:7][C:6]([CH3:24])=[N:5]1)([CH3:3])[CH3:2].[NH:25]1[CH2:32][CH2:31][CH2:30][C@H:26]1[C:27]([NH2:29])=[O:28]. (7) The reactants are C([O:8][C:9]1[CH:14]=[CH:13][C:12]([CH:15]([CH2:21][CH:22]([CH3:24])[CH3:23])[C:16]([O:18][CH2:19][CH3:20])=[O:17])=[CH:11][CH:10]=1)C1C=CC=CC=1. The catalyst is CO.[Pd]. The product is [OH:8][C:9]1[CH:10]=[CH:11][C:12]([CH:15]([CH2:21][CH:22]([CH3:23])[CH3:24])[C:16]([O:18][CH2:19][CH3:20])=[O:17])=[CH:13][CH:14]=1. The yield is 0.850. (8) The reactants are [NH2:1][C:2]1[S:3][C:4]([CH3:11])=[CH:5][C:6]=1[C:7]([O:9][CH3:10])=[O:8].[OH-].[K+].ClC(OC(Cl)(Cl)Cl)=[O:16]. The catalyst is O. The product is [CH3:11][C:4]1[S:3][C:2]2[NH:1][C:10](=[O:16])[O:9][C:7](=[O:8])[C:6]=2[CH:5]=1. The yield is 0.830.